Dataset: Forward reaction prediction with 1.9M reactions from USPTO patents (1976-2016). Task: Predict the product of the given reaction. (1) Given the reactants [Cl:1][C:2]1[CH:3]=[C:4]([CH:9]=[CH:10][C:11]=1[N:12]1[CH2:17][CH:16]=[CH:15][CH2:14][O:13]1)[C:5]([O:7]C)=[O:6].[OH-].[Na+].O, predict the reaction product. The product is: [Cl:1][C:2]1[CH:3]=[C:4]([CH:9]=[CH:10][C:11]=1[N:12]1[CH2:17][CH:16]=[CH:15][CH2:14][O:13]1)[C:5]([OH:7])=[O:6]. (2) Given the reactants [Br:1][C:2]1[CH:3]=[CH:4][C:5]([CH3:12])=[C:6]([S:8](Cl)(=[O:10])=[O:9])[CH:7]=1.[NH4+:13].[OH-], predict the reaction product. The product is: [Br:1][C:2]1[CH:3]=[CH:4][C:5]([CH3:12])=[C:6]([S:8]([NH2:13])(=[O:10])=[O:9])[CH:7]=1. (3) Given the reactants [CH:1]([C:3]1[CH:4]=[C:5]([OH:20])[C:6]2[CH:7]=[N:8][N:9]([C:12]3[CH:17]=[CH:16][C:15]([OH:18])=[C:14]([F:19])[CH:13]=3)[C:10]=2[CH:11]=1)=[CH2:2], predict the reaction product. The product is: [CH2:1]([C:3]1[CH:4]=[C:5]([OH:20])[C:6]2[CH:7]=[N:8][N:9]([C:12]3[CH:17]=[CH:16][C:15]([OH:18])=[C:14]([F:19])[CH:13]=3)[C:10]=2[CH:11]=1)[CH3:2].